Dataset: Forward reaction prediction with 1.9M reactions from USPTO patents (1976-2016). Task: Predict the product of the given reaction. (1) Given the reactants [CH3:1][N+:2]1([CH2:23][CH:24]2[CH2:26][CH2:25]2)[C@@H:12]2[CH2:13][C:14]3[CH:19]=[CH:18][C:17]([OH:20])=[C:16]4[O:21][C@H:6]5[C:7]([CH2:9][CH2:10][C@:11]2([OH:22])[C@:5]5([C:15]=34)[CH2:4][CH2:3]1)=[O:8].[Br-:27].[I-].CO, predict the reaction product. The product is: [CH3:1][N+:2]1([CH2:23][CH:24]2[CH2:26][CH2:25]2)[C@@H:12]2[CH2:13][C:14]3[CH:19]=[CH:18][C:17]([OH:20])=[C:16]4[O:21][C@H:6]5[C:7]([CH2:9][CH2:10][C@:11]2([OH:22])[C@:5]5([C:15]=34)[CH2:4][CH2:3]1)=[O:8].[Br-:27]. (2) Given the reactants C([O:5][C:6]([N:8]1[CH2:11][CH:10]([N:12]2[CH2:17][CH2:16][N:15]([C:18]3[N:23]=[CH:22][CH:21]=[CH:20][N:19]=3)[C:14](=[O:24])[CH2:13]2)[CH2:9]1)=O)(C)(C)C.[F:25][C:26]1[CH:31]=[CH:30][C:29]([N:32]2[C:40]3[C:35](=[CH:36][C:37](C(O)=O)=[CH:38][CH:39]=3)[CH:34]=[CH:33]2)=[CH:28][CH:27]=1, predict the reaction product. The product is: [F:25][C:26]1[CH:31]=[CH:30][C:29]([N:32]2[C:40]3[C:35](=[CH:36][C:37]([C:6]([N:8]4[CH2:11][CH:10]([N:12]5[CH2:17][CH2:16][N:15]([C:18]6[N:19]=[CH:20][CH:21]=[CH:22][N:23]=6)[C:14](=[O:24])[CH2:13]5)[CH2:9]4)=[O:5])=[CH:38][CH:39]=3)[CH:34]=[CH:33]2)=[CH:28][CH:27]=1. (3) Given the reactants CS([C:5]1[N:10]=[C:9]([C:11]2[CH:16]=[CH:15][C:14]([Cl:17])=[CH:13][C:12]=2[Cl:18])[C:8]([C:19]2[CH:24]=[CH:23][C:22]([Cl:25])=[CH:21][CH:20]=2)=[CH:7][N:6]=1)(=O)=O.[OH:26][C:27]1[CH:28]=[N:29][CH:30]=[CH:31][CH:32]=1, predict the reaction product. The product is: [N:29]1[CH:30]=[CH:31][CH:32]=[C:27]([O:26][C:5]2[N:10]=[C:9]([C:11]3[CH:16]=[CH:15][C:14]([Cl:17])=[CH:13][C:12]=3[Cl:18])[C:8]([C:19]3[CH:24]=[CH:23][C:22]([Cl:25])=[CH:21][CH:20]=3)=[CH:7][N:6]=2)[CH:28]=1. (4) Given the reactants [O:1]1[C:5]2[CH:6]=[CH:7][CH:8]=[CH:9][C:4]=2[C:3](=O)[CH2:2]1.[C:11]([CH:14]=P(C1C=CC=CC=1)(C1C=CC=CC=1)C1C=CC=CC=1)([OH:13])=[O:12].[C:34]1(C)C=CC=C[CH:35]=1, predict the reaction product. The product is: [CH2:34]([O:13][C:11](=[O:12])[CH2:14][C:3]1[C:4]2[CH:9]=[CH:8][CH:7]=[CH:6][C:5]=2[O:1][CH:2]=1)[CH3:35]. (5) Given the reactants [N:1]1([C:11]([C:13]2[CH:17]=[C:16]([CH:18]3[CH2:23][CH2:22][NH:21][CH2:20][CH2:19]3)[S:15][CH:14]=2)=[O:12])[C@@H:10]2[C@@H:5]([CH2:6][CH2:7][CH2:8][CH2:9]2)[CH2:4][CH2:3][CH2:2]1.[CH3:24][N:25]1[CH:29]=[C:28]([CH:30]=O)[CH:27]=[N:26]1.[C:32]([O:35][BH-](OC(=O)C)OC(=O)C)(=[O:34])C.[Na+].C(Cl)Cl, predict the reaction product. The product is: [CH:32]([O-:35])=[O:34].[CH3:24][N:25]1[CH:29]=[C:28]([CH2:30][N@H+:21]2[CH2:20][CH2:19][C@@H:18]([C:16]3[S:15][CH:14]=[C:13]([C:11]([N:1]4[CH:10]5[CH:5]([CH2:6][CH2:7][CH2:8][CH2:9]5)[CH2:4][CH2:3][CH2:2]4)=[O:12])[CH:17]=3)[CH2:23][CH2:22]2)[CH:27]=[N:26]1.